Dataset: Peptide-MHC class I binding affinity with 185,985 pairs from IEDB/IMGT. Task: Regression. Given a peptide amino acid sequence and an MHC pseudo amino acid sequence, predict their binding affinity value. This is MHC class I binding data. (1) The MHC is HLA-B27:05 with pseudo-sequence HLA-B27:05. The binding affinity (normalized) is 0.0847. The peptide sequence is ATQPVHWFL. (2) The peptide sequence is RCWLIRNGSY. The MHC is HLA-A24:02 with pseudo-sequence HLA-A24:02. The binding affinity (normalized) is 0. (3) The peptide sequence is SYGNANVSF. The MHC is HLA-B58:01 with pseudo-sequence HLA-B58:01. The binding affinity (normalized) is 0.0847.